This data is from Catalyst prediction with 721,799 reactions and 888 catalyst types from USPTO. The task is: Predict which catalyst facilitates the given reaction. (1) Reactant: [CH3:1][C:2]1([CH3:23])[CH2:7][NH:6][CH2:5][C:4]2([CH2:12][CH2:11][N:10]([CH2:13][C:14]3[CH:15]=[C:16]([CH2:20][CH2:21][OH:22])[CH:17]=[CH:18][CH:19]=3)[CH2:9][CH2:8]2)[O:3]1.[CH3:24][C:25]1[S:26][CH:27]=[C:28]([C:30](O)=[O:31])[N:29]=1.CO.C(N(CC)CC)C. Product: [OH:22][CH2:21][CH2:20][C:16]1[CH:15]=[C:14]([CH:19]=[CH:18][CH:17]=1)[CH2:13][N:10]1[CH2:11][CH2:12][C:4]2([O:3][C:2]([CH3:23])([CH3:1])[CH2:7][N:6]([C:30]([C:28]3[N:29]=[C:25]([CH3:24])[S:26][CH:27]=3)=[O:31])[CH2:5]2)[CH2:8][CH2:9]1. The catalyst class is: 4. (2) Reactant: [C:1]([O:5][CH3:6])(=[O:4])[CH:2]=[CH2:3].[C:7]([NH:11][C:12]([CH3:19])([CH3:18])[CH2:13][S:14]([O-:17])(=[O:16])=[O:15])(=[O:10])[CH:8]=[CH2:9].[Na+:20]. Product: [C:1]([O:5][CH3:6])(=[O:4])[CH:2]=[CH2:3].[C:7]([NH:11][C:12]([CH3:19])([CH3:18])[CH2:13][S:14]([O-:17])(=[O:15])=[O:16])(=[O:10])[CH:8]=[CH2:9].[Na+:20]. The catalyst class is: 9. (3) Reactant: [C:1]1([CH:7]2[NH:12][CH2:11][CH2:10][N:9]([CH2:13][C:14]3[CH:19]=[CH:18][C:17]([C:20]4[CH:25]=[CH:24][CH:23]=[CH:22][C:21]=4[C:26]([F:29])([F:28])[F:27])=[CH:16][CH:15]=3)[CH2:8]2)[CH:6]=[CH:5][CH:4]=[CH:3][CH:2]=1.[C:30](Cl)(=[O:32])[CH3:31].C(N(CC)C(C)C)(C)C. Product: [C:1]1([CH:7]2[CH2:8][N:9]([CH2:13][C:14]3[CH:19]=[CH:18][C:17]([C:20]4[CH:25]=[CH:24][CH:23]=[CH:22][C:21]=4[C:26]([F:28])([F:29])[F:27])=[CH:16][CH:15]=3)[CH2:10][CH2:11][N:12]2[C:30](=[O:32])[CH3:31])[CH:2]=[CH:3][CH:4]=[CH:5][CH:6]=1. The catalyst class is: 1. (4) Reactant: [H-].[Na+].[O:3]1[CH2:8][CH2:7][CH:6]([CH2:9][OH:10])[CH2:5][CH2:4]1.[CH2:11]([O:13][C:14](=[O:35])[N:15]([C:24]1[CH:29]=[C:28](Cl)[N:27]=[C:26]([NH2:31])[C:25]=1[N+:32]([O-:34])=[O:33])[CH2:16][C:17]1[CH:18]=[N:19][C:20]([CH3:23])=[CH:21][CH:22]=1)[CH3:12].C(Cl)Cl. Product: [CH2:11]([O:13][C:14](=[O:35])[N:15]([C:24]1[CH:29]=[C:28]([O:10][CH2:9][CH:6]2[CH2:7][CH2:8][O:3][CH2:4][CH2:5]2)[N:27]=[C:26]([NH2:31])[C:25]=1[N+:32]([O-:34])=[O:33])[CH2:16][C:17]1[CH:18]=[N:19][C:20]([CH3:23])=[CH:21][CH:22]=1)[CH3:12]. The catalyst class is: 680. (5) Reactant: C[Si]([N-][Si](C)(C)C)(C)C.[K+].CI.[Cl-].[NH4+].[O:15]1[CH2:19][CH2:18][CH2:17][CH2:16]1. Product: [CH3:19][O:15][CH2:16][CH:17]1[CH2:18][CH2:16][CH:17]2[CH:19]([CH2:18]2)[O:15]1. The catalyst class is: 27. (6) Reactant: [Cl:1][C:2]1[N:10]=[C:9]2[C:5]([NH:6][CH:7]=[N:8]2)=[C:4](Cl)[N:3]=1.[CH3:12][C:13]1[C:21]([CH3:22])=[CH:20][C:16]2[N:17]=[CH:18][NH:19][C:15]=2[CH:14]=1. Product: [Cl:1][C:2]1[N:10]=[C:9]2[C:5]([N:6]=[CH:7][NH:8]2)=[C:4]([N:17]2[C:16]3[CH:20]=[C:21]([CH3:22])[C:13]([CH3:12])=[CH:14][C:15]=3[N:19]=[CH:18]2)[N:3]=1. The catalyst class is: 51. (7) Reactant: [CH:1]1([N:6]2[C:10]3[N:11]=[C:12]([NH2:15])[N:13]=[CH:14][C:9]=3[C:8]3[CH:16]=[CH:17][N:18]=[CH:19][C:7]2=3)[CH2:5][CH2:4][CH2:3][CH2:2]1.Cl[C:21]1[N:26]=[N:25][C:24]([N:27]2[CH2:32][CH2:31][N:30]([C:33]([O:35][C:36]([CH3:39])([CH3:38])[CH3:37])=[O:34])[C@H:29](C)[CH2:28]2)=[CH:23][CH:22]=1.C1(P(C2C=CC=CC=2)C2C3OC4C(=CC=CC=4P(C4C=CC=CC=4)C4C=CC=CC=4)C(C)(C)C=3C=CC=2)C=CC=CC=1.CC(C)([O-])C.[Na+]. Product: [CH:1]1([N:6]2[C:10]3[N:11]=[C:12]([NH:15][C:21]4[N:26]=[N:25][C:24]([N:27]5[CH2:32][CH2:31][N:30]([C:33]([O:35][C:36]([CH3:39])([CH3:38])[CH3:37])=[O:34])[CH2:29][CH2:28]5)=[CH:23][CH:22]=4)[N:13]=[CH:14][C:9]=3[C:8]3[CH:16]=[CH:17][N:18]=[CH:19][C:7]2=3)[CH2:2][CH2:3][CH2:4][CH2:5]1. The catalyst class is: 62. (8) Reactant: [OH:1][C@@H:2]([C:19]1[C:20]([CH3:29])=[C:21]2[C:25](=[CH:26][CH:27]=1)[C:24](=[O:28])[O:23][CH2:22]2)[CH2:3][N:4]1[CH2:9][CH2:8][N:7]([C:10]([O:12]C(C)(C)C)=[O:11])[CH2:6][C@H:5]1[CH2:17][OH:18].FC(F)(F)C(O)=O.C(N(CC)CC)C.ClC(O[CH2:48][C:49]1[CH:54]=[CH:53][CH:52]=[CH:51][CH:50]=1)=O. Product: [OH:1][C@@H:2]([C:19]1[C:20]([CH3:29])=[C:21]2[C:25](=[CH:26][CH:27]=1)[C:24](=[O:28])[O:23][CH2:22]2)[CH2:3][N:4]1[CH2:9][CH2:8][N:7]([C:10]([O:12][CH2:48][C:49]2[CH:54]=[CH:53][CH:52]=[CH:51][CH:50]=2)=[O:11])[CH2:6][C@H:5]1[CH2:17][OH:18]. The catalyst class is: 2. (9) Reactant: O1[C:5]2([CH2:10][CH2:9][CH:8]([N:11]3[C:19]4[C:18]([O:20][C:21]5[CH:26]=[CH:25][C:24]([O:27][C:28]6[CH:33]=[CH:32][CH:31]=[CH:30][CH:29]=6)=[CH:23][CH:22]=5)=[N:17][CH:16]=[N:15][C:14]=4[CH:13]=[CH:12]3)[CH2:7][CH2:6]2)[O:4]CC1.Cl. Product: [O:27]([C:24]1[CH:25]=[CH:26][C:21]([O:20][C:18]2[C:19]3[N:11]([CH:8]4[CH2:9][CH2:10][C:5](=[O:4])[CH2:6][CH2:7]4)[CH:12]=[CH:13][C:14]=3[N:15]=[CH:16][N:17]=2)=[CH:22][CH:23]=1)[C:28]1[CH:33]=[CH:32][CH:31]=[CH:30][CH:29]=1. The catalyst class is: 20.